Predict the reactants needed to synthesize the given product. From a dataset of Full USPTO retrosynthesis dataset with 1.9M reactions from patents (1976-2016). (1) Given the product [CH3:1][C:2]1([CH3:22])[CH2:10][C:9]2[NH:8][N:7]=[C:6]([C:11]3[NH:12][C:13]4[C:18]([CH:19]=3)=[CH:17][CH:16]=[C:15]([N:20]([CH3:21])[C:30](=[O:32])[C@@H:29]([N:23]3[CH2:24][CH2:25][O:26][CH2:27][CH2:28]3)[CH3:33])[CH:14]=4)[C:5]=2[CH2:4][CH2:3]1, predict the reactants needed to synthesize it. The reactants are: [CH3:1][C:2]1([CH3:22])[CH2:10][C:9]2[NH:8][N:7]=[C:6]([C:11]3[NH:12][C:13]4[C:18]([CH:19]=3)=[CH:17][CH:16]=[C:15]([NH:20][CH3:21])[CH:14]=4)[C:5]=2[CH2:4][CH2:3]1.[N:23]1([C@@H:29]([CH3:33])[C:30]([OH:32])=O)[CH2:28][CH2:27][O:26][CH2:25][CH2:24]1.Cl.C(N=C=NCCCN(C)C)C.C(Cl)(Cl)Cl. (2) The reactants are: [N:1]1[CH:6]=[CH:5][C:4]([C:7]([OH:9])=O)=[CH:3][CH:2]=1.C(Cl)(=O)C(Cl)=O.[CH3:16][C@H:17]1[NH:22][C@@H:21]([CH3:23])[CH2:20][N:19]([C:24]2[CH:29]=[CH:28][C:27]([O:30][CH2:31][CH2:32][CH2:33][N:34]3[CH2:39][CH2:38][CH2:37][CH2:36][CH2:35]3)=[CH:26][CH:25]=2)[CH2:18]1.C(N(CC)CC)C. Given the product [CH3:16][C@@H:17]1[CH2:18][N:19]([C:24]2[CH:25]=[CH:26][C:27]([O:30][CH2:31][CH2:32][CH2:33][N:34]3[CH2:39][CH2:38][CH2:37][CH2:36][CH2:35]3)=[CH:28][CH:29]=2)[CH2:20][C@H:21]([CH3:23])[N:22]1[C:7]([C:4]1[CH:3]=[CH:2][N:1]=[CH:6][CH:5]=1)=[O:9], predict the reactants needed to synthesize it.